Dataset: Full USPTO retrosynthesis dataset with 1.9M reactions from patents (1976-2016). Task: Predict the reactants needed to synthesize the given product. (1) Given the product [CH3:1][O:2][C:3](=[O:16])[C:4]1[CH:9]=[C:8]([C:19]#[C:18][CH2:17][O:20][CH:21]2[CH2:26][CH2:25][CH2:24][CH2:23][O:22]2)[C:7]([C:11]([F:14])([F:13])[F:12])=[CH:6][C:5]=1[NH2:15], predict the reactants needed to synthesize it. The reactants are: [CH3:1][O:2][C:3](=[O:16])[C:4]1[CH:9]=[C:8](I)[C:7]([C:11]([F:14])([F:13])[F:12])=[CH:6][C:5]=1[NH2:15].[CH2:17]([O:20][CH:21]1[CH2:26][CH2:25][CH2:24][CH2:23][O:22]1)[C:18]#[CH:19]. (2) The reactants are: [OH:1][C:2]1[CH:11]=[CH:10][C:9]2[C:4](=[CH:5][CH:6]=[CH:7][CH:8]=2)[C:3]=1[CH:12]=[O:13].C([O-])([O-])=O.[Cs+].[Cs+].I[CH2:21][C:22]([F:25])([F:24])[F:23]. Given the product [F:23][C:22]([F:25])([F:24])[CH2:21][O:1][C:2]1[CH:11]=[CH:10][C:9]2[C:4](=[CH:5][CH:6]=[CH:7][CH:8]=2)[C:3]=1[CH:12]=[O:13], predict the reactants needed to synthesize it. (3) Given the product [CH2:13]([C:15]1[C:16]([C:50]([NH:57][S:54]([CH3:53])(=[O:56])=[O:55])=[O:51])=[N:17][C:18]([C:21]2[CH:26]=[CH:25][C:24]([O:27][CH3:28])=[C:23]([CH:29]3[C:30]4[C:31](=[O:48])[CH2:32][C:33]([CH3:47])([CH3:46])[CH2:34][C:35]=4[O:36][C:37]4[CH2:38][C:39]([CH3:45])([CH3:44])[CH2:40][C:41](=[O:43])[C:42]3=4)[C:22]=2[CH3:49])=[CH:19][CH:20]=1)[CH3:14], predict the reactants needed to synthesize it. The reactants are: C(N1C=CN=C1)(N1C=CN=C1)=O.[CH2:13]([C:15]1[C:16]([C:50](O)=[O:51])=[N:17][C:18]([C:21]2[CH:26]=[CH:25][C:24]([O:27][CH3:28])=[C:23]([CH:29]3[C:42]4[C:41](=[O:43])[CH2:40][C:39]([CH3:45])([CH3:44])[CH2:38][C:37]=4[O:36][C:35]4[CH2:34][C:33]([CH3:47])([CH3:46])[CH2:32][C:31](=[O:48])[C:30]3=4)[C:22]=2[CH3:49])=[CH:19][CH:20]=1)[CH3:14].[CH3:53][S:54]([NH2:57])(=[O:56])=[O:55].N12CCCN=C1CCCCC2.C(O)(=O)CC(CC(O)=O)(C(O)=O)O. (4) Given the product [CH2:19]([S:21][C:2]1[N:3]=[C:4]([C:9]2[CH:14]=[CH:13][CH:12]=[C:11]([N+:15]([O-:17])=[O:16])[C:10]=2[CH3:18])[N:5]=[N:6][C:7]=1[NH2:8])[CH3:20], predict the reactants needed to synthesize it. The reactants are: Cl[C:2]1[N:3]=[C:4]([C:9]2[CH:14]=[CH:13][CH:12]=[C:11]([N+:15]([O-:17])=[O:16])[C:10]=2[CH3:18])[N:5]=[N:6][C:7]=1[NH2:8].[CH2:19]([S-:21])[CH3:20].[Na+].CO.C(Cl)Cl.